Task: Regression. Given a peptide amino acid sequence and an MHC pseudo amino acid sequence, predict their binding affinity value. This is MHC class I binding data.. Dataset: Peptide-MHC class I binding affinity with 185,985 pairs from IEDB/IMGT (1) The peptide sequence is TTGRLIWTL. The MHC is HLA-A24:02 with pseudo-sequence HLA-A24:02. The binding affinity (normalized) is 0.470. (2) The binding affinity (normalized) is 0.479. The peptide sequence is IAIEFKSRF. The MHC is HLA-B15:01 with pseudo-sequence HLA-B15:01. (3) The peptide sequence is LPIFSDAAL. The MHC is HLA-B51:01 with pseudo-sequence HLA-B51:01. The binding affinity (normalized) is 0. (4) The peptide sequence is KDTWLDARM. The MHC is HLA-B54:01 with pseudo-sequence HLA-B54:01. The binding affinity (normalized) is 0. (5) The peptide sequence is MLQKEYMER. The MHC is HLA-A33:01 with pseudo-sequence HLA-A33:01. The binding affinity (normalized) is 0.513. (6) The peptide sequence is FPIAKVEPV. The MHC is HLA-B53:01 with pseudo-sequence HLA-B53:01. The binding affinity (normalized) is 0.552. (7) The peptide sequence is RIRSERPAF. The MHC is HLA-B27:05 with pseudo-sequence HLA-B27:05. The binding affinity (normalized) is 0.0847. (8) The peptide sequence is KRKLMYVSA. The MHC is HLA-A02:01 with pseudo-sequence HLA-A02:01. The binding affinity (normalized) is 0.0847. (9) The peptide sequence is RVRAAMKPI. The MHC is HLA-B15:01 with pseudo-sequence HLA-B15:01. The binding affinity (normalized) is 0.487.